Task: Predict the reaction yield, written as a fraction of the theoretical maximum amount of product (1.0 means a 100% yield; for example, 0.34 means a 34% yield).. Dataset: Reaction yield outcomes from USPTO patents with 853,638 reactions (1) The reactants are C(OC([NH:8][N:9]([C:13]([C:15]1[S:16][C:17]2[CH2:18][CH2:19][O:20][C:21]3[CH:28]=[C:27]([Br:29])[CH:26]=[CH:25][C:22]=3[C:23]=2[N:24]=1)=[O:14])[CH:10]([CH3:12])[CH3:11])=O)(C)(C)C.[ClH:30].O1CCOCC1. The catalyst is CO. The product is [ClH:30].[CH:10]([N:9]([C:13]([C:15]1[S:16][C:17]2[CH2:18][CH2:19][O:20][C:21]3[CH:28]=[C:27]([Br:29])[CH:26]=[CH:25][C:22]=3[C:23]=2[N:24]=1)=[O:14])[NH2:8])([CH3:12])[CH3:11]. The yield is 0.960. (2) The reactants are [CH3:1][C:2]([CH3:29])([CH3:28])[C@H:3]([N:11]1[CH2:15][CH2:14][N:13]([CH2:16][C:17]2[CH:22]=[CH:21][CH:20]=[C:19]([CH3:23])[C:18]=2[N+:24]([O-:26])=[O:25])[C:12]1=[O:27])[C:4]([O:6]C(C)(C)C)=[O:5].FC(F)(F)C(O)=O. The catalyst is ClCCl. The product is [CH3:1][C:2]([CH3:29])([CH3:28])[C@H:3]([N:11]1[CH2:15][CH2:14][N:13]([CH2:16][C:17]2[CH:22]=[CH:21][CH:20]=[C:19]([CH3:23])[C:18]=2[N+:24]([O-:26])=[O:25])[C:12]1=[O:27])[C:4]([OH:6])=[O:5]. The yield is 0.770.